This data is from Full USPTO retrosynthesis dataset with 1.9M reactions from patents (1976-2016). The task is: Predict the reactants needed to synthesize the given product. (1) Given the product [C:13]([O:17][C:18](=[O:41])[NH:19][C:20]([C:22]1[S:23][C:24]([S:39][CH3:40])=[C:25]([S:27]([C:30]2[CH:31]=[C:32]([C:2]3[C:7]([N+:8]([O-:10])=[O:9])=[CH:6][C:5]([NH2:11])=[CH:4][C:3]=3[CH3:12])[CH:33]=[CH:34][CH:35]=2)(=[O:29])=[O:28])[CH:26]=1)=[NH:21])([CH3:16])([CH3:15])[CH3:14], predict the reactants needed to synthesize it. The reactants are: Br[C:2]1[C:7]([N+:8]([O-:10])=[O:9])=[CH:6][C:5]([NH2:11])=[CH:4][C:3]=1[CH3:12].[C:13]([O:17][C:18](=[O:41])[NH:19][C:20]([C:22]1[S:23][C:24]([S:39][CH3:40])=[C:25]([S:27]([C:30]2[CH:35]=[CH:34][CH:33]=[C:32](B(O)O)[CH:31]=2)(=[O:29])=[O:28])[CH:26]=1)=[NH:21])([CH3:16])([CH3:15])[CH3:14].C([O-])([O-])=O.[Na+].[Na+]. (2) The reactants are: [CH2:1]([O:3][C@H:4]([C:17]([O:19][CH2:20][CH3:21])=[O:18])[CH2:5][C:6]1[CH:16]=[CH:15][C:9]([O:10][CH2:11][C:12]([OH:14])=O)=[CH:8][CH:7]=1)[CH3:2].[CH2:22]([NH:29][CH2:30][CH3:31])[C:23]1[CH:28]=[CH:27][CH:26]=[CH:25][CH:24]=1.C(N(CC)C(C)C)(C)C.F[B-](F)(F)F.N1(OC(N(C)C)=[N+](C)C)C2C=CC=CC=2N=N1. Given the product [CH2:22]([N:29]([CH2:30][CH3:31])[C:12](=[O:14])[CH2:11][O:10][C:9]1[CH:8]=[CH:7][C:6]([CH2:5][C@H:4]([O:3][CH2:1][CH3:2])[C:17]([O:19][CH2:20][CH3:21])=[O:18])=[CH:16][CH:15]=1)[C:23]1[CH:28]=[CH:27][CH:26]=[CH:25][CH:24]=1, predict the reactants needed to synthesize it. (3) Given the product [C:1]([C:5]1[O:9][N:8]=[C:7]([C:10]2[CH:15]=[C:14]([N:24]3[CH2:25][CH2:26][C:22]([F:27])([F:21])[CH2:23]3)[C:13]([CH:17]3[CH2:19][CH2:18]3)=[CH:12][N:11]=2)[N:6]=1)([CH3:4])([CH3:3])[CH3:2], predict the reactants needed to synthesize it. The reactants are: [C:1]([C:5]1[O:9][N:8]=[C:7]([C:10]2[CH:15]=[C:14](Cl)[C:13]([CH:17]3[CH2:19][CH2:18]3)=[CH:12][N:11]=2)[N:6]=1)([CH3:4])([CH3:3])[CH3:2].Cl.[F:21][C:22]1([F:27])[CH2:26][CH2:25][NH:24][CH2:23]1.C([O-])([O-])=O.[K+].[K+]. (4) Given the product [Br:1][C:2]1[C:7]([S:15]([Cl:18])(=[O:16])=[O:12])=[CH:6][C:5]([Cl:9])=[CH:4][N:3]=1.[Cl:10][C:2]1[C:7]([S:15]([Cl:18])(=[O:16])=[O:12])=[CH:6][C:5]([Cl:9])=[CH:4][N:3]=1, predict the reactants needed to synthesize it. The reactants are: [Br:1][C:2]1[C:7](N)=[CH:6][C:5]([Cl:9])=[CH:4][N:3]=1.[ClH:10].N([O-])=[O:12].[Na+].[S:15]([Cl:18])(Cl)=[O:16].